Task: Predict the reactants needed to synthesize the given product.. Dataset: Full USPTO retrosynthesis dataset with 1.9M reactions from patents (1976-2016) The reactants are: [CH2:1]([C:3]1[CH:4]=[CH:5][C:6]([O:17][CH3:18])=[C:7]([C:9]([C:11]2[CH:16]=[CH:15][CH:14]=[CH:13][CH:12]=2)=[O:10])[CH:8]=1)[CH3:2].[CH3:19][Mg]Br.Cl. Given the product [CH2:1]([C:3]1[CH:4]=[CH:5][C:6]([O:17][CH3:18])=[C:7]([C:9]([C:11]2[CH:16]=[CH:15][CH:14]=[CH:13][CH:12]=2)([OH:10])[CH3:19])[CH:8]=1)[CH3:2], predict the reactants needed to synthesize it.